From a dataset of Forward reaction prediction with 1.9M reactions from USPTO patents (1976-2016). Predict the product of the given reaction. (1) Given the reactants I[C:2]1[CH:3]=[CH:4][C:5]2[N:6]([C:15]3[CH:20]=[CH:19][CH:18]=[CH:17][CH:16]=3)[C:7]3[C:12]([C:13]=2[CH:14]=1)=[CH:11][CH:10]=[CH:9][CH:8]=3.[NH2:21][C:22]1[C:31]2[C:26](=[CH:27][CH:28]=[CH:29][CH:30]=2)[CH:25]=[CH:24][CH:23]=1.C(P(C(C)(C)C)C(C)(C)C)(C)(C)C.CC(C)([O-])C.[Na+], predict the reaction product. The product is: [C:22]1([NH:21][C:2]2[CH:3]=[CH:4][C:5]3[N:6]([C:15]4[CH:20]=[CH:19][CH:18]=[CH:17][CH:16]=4)[C:7]4[C:12]([C:13]=3[CH:14]=2)=[CH:11][CH:10]=[CH:9][CH:8]=4)[C:31]2[C:26](=[CH:27][CH:28]=[CH:29][CH:30]=2)[CH:25]=[CH:24][CH:23]=1. (2) Given the reactants C(OC(=O)[C:5]1[CH:10]=[CH:9][C:8]([CH2:11][C:12]2[O:16][N:15]=[C:14]([CH2:17][O:18][C:19]3[CH:24]=[CH:23][C:22]([O:25][CH3:26])=[CH:21][CH:20]=3)[N:13]=2)=[CH:7][CH:6]=1)C.[CH2:28]([O:30][C:31](=[O:42])C1C=CC=C(CC(O)=O)C=1)[CH3:29], predict the reaction product. The product is: [CH2:28]([O:30][C:31](=[O:42])[C:6]1[CH:5]=[CH:10][CH:9]=[C:8]([CH2:11][C:12]2[O:16][N:15]=[C:14]([CH2:17][O:18][C:19]3[CH:20]=[CH:21][C:22]([O:25][CH3:26])=[CH:23][CH:24]=3)[N:13]=2)[CH:7]=1)[CH3:29]. (3) Given the reactants [NH2:1][C@H:2]([C:7]([OH:9])=[O:8])[CH2:3][CH2:4][S:5][CH3:6].[C:10](=O)(O)O.[Na].Cl[C:16]([O:18][CH2:19][C:20]1[CH:25]=[CH:24][CH:23]=[CH:22][CH:21]=1)=[O:17], predict the reaction product. The product is: [CH3:10][O:8][C:7](=[O:9])[C@@H:2]([NH:1][C:16]([O:18][CH2:19][C:20]1[CH:25]=[CH:24][CH:23]=[CH:22][CH:21]=1)=[O:17])[CH2:3][CH2:4][S:5][CH3:6].